From a dataset of Forward reaction prediction with 1.9M reactions from USPTO patents (1976-2016). Predict the product of the given reaction. (1) Given the reactants [NH:1]1[CH2:6][CH2:5][CH:4]([CH2:7][OH:8])[CH2:3][CH2:2]1.[CH3:9][C:10]([O:13][C:14](O[C:14]([O:13][C:10]([CH3:12])([CH3:11])[CH3:9])=[O:15])=[O:15])([CH3:12])[CH3:11].O, predict the reaction product. The product is: [OH:8][CH2:7][CH:4]1[CH2:5][CH2:6][N:1]([C:14]([O:13][C:10]([CH3:12])([CH3:11])[CH3:9])=[O:15])[CH2:2][CH2:3]1. (2) Given the reactants [CH2:1]([N:3]([CH2:8][CH3:9])[CH2:4][CH2:5][NH:6][CH3:7])[CH3:2].Br[CH2:11][C:12]1[CH:13]=[C:14]([CH:18]=[CH:19][CH:20]=1)[C:15]([OH:17])=[O:16].C(=O)([O-])[O-].[K+].[K+].[I-].[K+], predict the reaction product. The product is: [CH2:1]([N:3]([CH2:8][CH3:9])[CH2:4][CH2:5][N:6]([CH2:11][C:12]1[CH:13]=[C:14]([CH:18]=[CH:19][CH:20]=1)[C:15]([OH:17])=[O:16])[CH3:7])[CH3:2]. (3) Given the reactants [Cl:1][C:2]1[CH:7]=[CH:6][CH:5]=[CH:4][C:3]=1[C:8]1[C:14]2[CH:15]=[C:16]([F:22])[C:17]([O:19][CH2:20][CH3:21])=[CH:18][C:13]=2[NH:12][C:11](=S)[CH2:10][N:9]=1.CO[C:26](OC)([N:28](C)C)[CH3:27].[NH2:33]N, predict the reaction product. The product is: [Cl:1][C:2]1[CH:7]=[CH:6][CH:5]=[CH:4][C:3]=1[C:8]1[C:14]2[CH:15]=[C:16]([F:22])[C:17]([O:19][CH2:20][CH3:21])=[CH:18][C:13]=2[N:12]=[C:11]2[NH:33][NH:28][C:26]([CH3:27])=[C:10]2[N:9]=1. (4) Given the reactants [N:1]1[CH:6]=[CH:5][C:4]([N:7]2[CH2:12][CH2:11][CH:10]([C:13]([O:15]CC)=[O:14])[CH2:9][CH2:8]2)=[CH:3][CH:2]=1.[ClH:18], predict the reaction product. The product is: [ClH:18].[N:1]1[CH:2]=[CH:3][C:4]([N:7]2[CH2:12][CH2:11][CH:10]([C:13]([OH:15])=[O:14])[CH2:9][CH2:8]2)=[CH:5][CH:6]=1. (5) Given the reactants C(OC(=O)[NH:7][C:8]1[CH:13]=[C:12]([N:14]([CH3:16])[CH3:15])[C:11]([C:17]([F:20])([F:19])[F:18])=[CH:10][C:9]=1[NH:21][C:22](=[O:37])[CH2:23][C:24](=O)[C:25]1[CH:30]=[CH:29][CH:28]=[C:27]([N:31]2[CH:35]=[CH:34][N:33]=[N:32]2)[CH:26]=1)(C)(C)C.C(O)(C(F)(F)F)=O, predict the reaction product. The product is: [CH3:15][N:14]([CH3:16])[C:12]1[C:11]([C:17]([F:20])([F:19])[F:18])=[CH:10][C:9]2[NH:21][C:22](=[O:37])[CH2:23][C:24]([C:25]3[CH:30]=[CH:29][CH:28]=[C:27]([N:31]4[CH:35]=[CH:34][N:33]=[N:32]4)[CH:26]=3)=[N:7][C:8]=2[CH:13]=1.